This data is from Catalyst prediction with 721,799 reactions and 888 catalyst types from USPTO. The task is: Predict which catalyst facilitates the given reaction. Reactant: [CH3:1][CH:2]([CH3:16])[CH2:3][C:4]([NH:6][C:7]1[S:8][CH:9]=[CH:10][C:11]=1[C:12]([O:14]C)=[O:13])=[O:5].[OH-].[K+].Cl. Product: [CH3:1][CH:2]([CH3:16])[CH2:3][C:4]([NH:6][C:7]1[S:8][CH:9]=[CH:10][C:11]=1[C:12]([OH:14])=[O:13])=[O:5]. The catalyst class is: 36.